This data is from Reaction yield outcomes from USPTO patents with 853,638 reactions. The task is: Predict the reaction yield, written as a fraction of the theoretical maximum amount of product (1.0 means a 100% yield; for example, 0.34 means a 34% yield). (1) The reactants are [C:1]([C:4]1[CH:5]=[C:6]([CH:17]=[CH:18][CH:19]=1)[C:7]([O:9][CH2:10][C:11]1[CH:16]=[CH:15][CH:14]=[CH:13][CH:12]=1)=[O:8])(=[O:3])[CH3:2].[Br-:20].[Br-].[Br-].C1([N+](C)(C)C)C=CC=CC=1.C1([N+](C)(C)C)C=CC=CC=1.C1([N+](C)(C)C)C=CC=CC=1. The catalyst is C1COCC1.CCOC(C)=O. The product is [Br:20][CH2:2][C:1]([C:4]1[CH:5]=[C:6]([CH:17]=[CH:18][CH:19]=1)[C:7]([O:9][CH2:10][C:11]1[CH:12]=[CH:13][CH:14]=[CH:15][CH:16]=1)=[O:8])=[O:3]. The yield is 0.550. (2) The reactants are [CH3:1][C:2]1[N:3]([S:9]([C:12]2[CH:17]=[CH:16][CH:15]=[CH:14][CH:13]=2)(=[O:11])=[O:10])[CH:4]=[CH:5][C:6]=1[CH2:7][OH:8].CS(C)=O.C(=O)([O-])O.[Na+]. The catalyst is C(N(CC)CC)C. The product is [CH3:1][C:2]1[N:3]([S:9]([C:12]2[CH:17]=[CH:16][CH:15]=[CH:14][CH:13]=2)(=[O:10])=[O:11])[CH:4]=[CH:5][C:6]=1[CH:7]=[O:8]. The yield is 0.840. (3) The reactants are [F:1][C:2]1[CH:9]=[CH:8][CH:7]=[CH:6][C:3]=1[CH2:4]Cl.[C:10](OCC)(=[O:16])[C:11]([O:13][CH2:14][CH3:15])=[O:12]. The catalyst is C(OCC)C. The product is [F:1][C:2]1[CH:9]=[CH:8][CH:7]=[CH:6][C:3]=1[CH2:4][C:10](=[O:16])[C:11]([O:13][CH2:14][CH3:15])=[O:12]. The yield is 0.700. (4) The reactants are CO[C:3]([C:5]1[N:6]([C:14]2[CH:19]=[CH:18][CH:17]=[CH:16][CH:15]=2)[C:7]([CH3:13])=[C:8]([C:11]#[N:12])[C:9]=1[NH2:10])=[O:4].CO[CH:22](OC)[N:23](C)C.ClCCl. The catalyst is CN(C)C=O. The product is [CH3:13][C:7]1[N:6]([C:14]2[CH:19]=[CH:18][CH:17]=[CH:16][CH:15]=2)[C:5]2[C:3](=[O:4])[NH:23][CH:22]=[N:10][C:9]=2[C:8]=1[C:11]#[N:12]. The yield is 0.820. (5) The yield is 0.190. No catalyst specified. The product is [Cl:14][C:15]1[CH:23]=[CH:22][CH:21]=[CH:20][C:16]=1[C:17]([NH:13][CH2:12][CH2:11][C:10]#[C:9][C:7]1[CH:6]=[CH:5][CH:4]=[C:3]([CH2:2][F:1])[N:8]=1)=[O:18]. The reactants are [F:1][CH2:2][C:3]1[N:8]=[C:7]([C:9]#[C:10][CH2:11][CH2:12][NH2:13])[CH:6]=[CH:5][CH:4]=1.[Cl:14][C:15]1[CH:23]=[CH:22][CH:21]=[CH:20][C:16]=1[C:17](Cl)=[O:18]. (6) The reactants are [CH:1]([C:3]1[CH:4]=[C:5]([CH:22]=[CH:23][C:24]=1[CH3:25])[C:6]([N:8]1[CH2:13][CH2:12][CH:11]([C:14]2[CH:21]=[CH:20][C:17]([C:18]#[N:19])=[CH:16][CH:15]=2)[CH2:10][CH2:9]1)=[O:7])=[O:2].[O-:26][Mn](=O)(=O)=O.[K+]. The catalyst is C1COCC1.O. The product is [C:18]([C:17]1[CH:16]=[CH:15][C:14]([CH:11]2[CH2:12][CH2:13][N:8]([C:6]([C:5]3[CH:22]=[CH:23][C:24]([CH3:25])=[C:3]([CH:4]=3)[C:1]([OH:26])=[O:2])=[O:7])[CH2:9][CH2:10]2)=[CH:21][CH:20]=1)#[N:19]. The yield is 0.800. (7) The reactants are C[O:2][C:3]([C:5]1[S:6][C:7]([C:22]2[CH:27]=[CH:26][CH:25]=[CH:24][CH:23]=2)=[CH:8][C:9]=1[N:10]([CH:19]([CH3:21])[CH3:20])[C:11]([CH:13]1[CH2:17][CH:16]=[C:15]([CH3:18])[CH2:14]1)=[O:12])=[O:4].O[Li].O. No catalyst specified. The product is [CH:19]([N:10]([C:11]([CH:13]1[CH2:17][CH:16]=[C:15]([CH3:18])[CH2:14]1)=[O:12])[C:9]1[CH:8]=[C:7]([C:22]2[CH:27]=[CH:26][CH:25]=[CH:24][CH:23]=2)[S:6][C:5]=1[C:3]([OH:4])=[O:2])([CH3:21])[CH3:20]. The yield is 0.625.